Dataset: Catalyst prediction with 721,799 reactions and 888 catalyst types from USPTO. Task: Predict which catalyst facilitates the given reaction. (1) Reactant: [NH:1]1[C:10]2[C:5](=[CH:6][CH:7]=[CH:8][CH:9]=2)[C:4](=[O:11])[CH2:3][CH2:2]1.[O:12]1[CH:16]=[CH:15][CH:14]=[C:13]1[C:17](Cl)=[O:18]. Product: [O:12]1[CH:16]=[CH:15][CH:14]=[C:13]1[C:17]([N:1]1[C:10]2[C:5](=[CH:6][CH:7]=[CH:8][CH:9]=2)[C:4](=[O:11])[CH2:3][CH2:2]1)=[O:18]. The catalyst class is: 542. (2) Reactant: [CH2:1]([NH:7][CH:8]1[CH2:13][CH2:12][C:11](=[O:14])[NH:10][C:9]1=[O:15])[CH2:2][CH2:3][CH2:4][C:5]#[CH:6].[C:16](O[C:16]([O:18][C:19]([CH3:22])([CH3:21])[CH3:20])=[O:17])([O:18][C:19]([CH3:22])([CH3:21])[CH3:20])=[O:17]. Product: [C:19]([O:18][C:16](=[O:17])[N:7]([CH:8]1[CH2:13][CH2:12][C:11](=[O:14])[NH:10][C:9]1=[O:15])[CH2:1][CH2:2][CH2:3][CH2:4][C:5]#[CH:6])([CH3:22])([CH3:21])[CH3:20]. The catalyst class is: 599. (3) Reactant: [Cl:1][C:2]1[CH:10]=[CH:9][C:5](C(O)=O)=[CH:4][C:3]=1[C:11]([F:14])([F:13])[F:12].C(N(CC)CC)C.C1(OP(N=[N+]=[N-])(=O)OC2C=CC=CC=2)C=CC=CC=1.ClC1C=CC([C:46]([N:48]=[N+]=[N-])=[O:47])=CC=1C(F)(F)F.[NH2:57][C:58]1[CH:63]=[CH:62][C:61]([C:64]2[CH:72]=[CH:71][C:70]([C:73]3[NH:74][C:75]([CH3:78])=[CH:76][N:77]=3)=[C:69]3[C:65]=2[CH2:66][NH:67][C:68]3=[O:79])=[C:60]([F:80])[CH:59]=1. Product: [Cl:1][C:2]1[CH:10]=[CH:9][C:5]([NH:48][C:46]([NH:57][C:58]2[CH:63]=[CH:62][C:61]([C:64]3[CH:72]=[CH:71][C:70]([C:73]4[NH:74][C:75]([CH3:78])=[CH:76][N:77]=4)=[C:69]4[C:65]=3[CH2:66][NH:67][C:68]4=[O:79])=[C:60]([F:80])[CH:59]=2)=[O:47])=[CH:4][C:3]=1[C:11]([F:12])([F:13])[F:14]. The catalyst class is: 56.